The task is: Predict the reactants needed to synthesize the given product.. This data is from Full USPTO retrosynthesis dataset with 1.9M reactions from patents (1976-2016). (1) Given the product [C:1]([C:5]1[CH:10]=[CH:9][C:8]([N:11]2[C:19]3[C:14](=[CH:15][CH:16]=[CH:17][CH:18]=3)[C:13]([CH:20]=[O:21])=[C:12]2[N:27]([CH2:26][CH2:25][N:24]([CH3:29])[CH3:23])[CH3:28])=[CH:7][CH:6]=1)([CH3:4])([CH3:3])[CH3:2], predict the reactants needed to synthesize it. The reactants are: [C:1]([C:5]1[CH:10]=[CH:9][C:8]([N:11]2[C:19]3[C:14](=[CH:15][CH:16]=[CH:17][CH:18]=3)[C:13]([CH:20]=[O:21])=[C:12]2Cl)=[CH:7][CH:6]=1)([CH3:4])([CH3:3])[CH3:2].[CH3:23][N:24]([CH3:29])[CH2:25][CH2:26][NH:27][CH3:28]. (2) Given the product [CH:6]1([CH2:5][CH:4]([N:11]2[C:16](=[O:17])[CH:15]=[CH:14][CH:13]=[N:12]2)[C:3]([OH:18])=[O:2])[CH2:10][CH2:9][CH2:8][CH2:7]1, predict the reactants needed to synthesize it. The reactants are: C[O:2][C:3](=[O:18])[CH:4]([N:11]1[C:16](=[O:17])[CH:15]=[CH:14][CH:13]=[N:12]1)[CH2:5][CH:6]1[CH2:10][CH2:9][CH2:8][CH2:7]1.[OH-].[Na+].